Dataset: Catalyst prediction with 721,799 reactions and 888 catalyst types from USPTO. Task: Predict which catalyst facilitates the given reaction. (1) Reactant: C([N:8]1[CH2:13][CH2:12][CH:11]([C:14]2[CH:19]=[CH:18][C:17]([Cl:20])=[C:16]([C:21]([F:24])([F:23])[F:22])[CH:15]=2)[CH2:10][CH2:9]1)C1C=CC=CC=1.[Cl:25]C(OC(Cl)C)=O. Product: [Cl:20][C:17]1[CH:18]=[CH:19][C:14]([CH:11]2[CH2:12][CH2:13][NH:8][CH2:9][CH2:10]2)=[CH:15][C:16]=1[C:21]([F:24])([F:22])[F:23].[ClH:25]. The catalyst class is: 26. (2) Reactant: Cl.Cl[C:3]1[N:8]=[CH:7][N:6]=[C:5]([N:9]2[C:13](=[O:14])[C:12]([N:15]3[CH:19]=[CH:18][N:17]=[N:16]3)=[CH:11][NH:10]2)[CH:4]=1.Cl.[F:21][C:22]1([F:26])[CH2:25][NH:24][CH2:23]1.C(N(C(C)C)C(C)C)C. Product: [F:21][C:22]1([F:26])[CH2:25][N:24]([C:3]2[N:8]=[CH:7][N:6]=[C:5]([N:9]3[C:13](=[O:14])[C:12]([N:15]4[CH:19]=[CH:18][N:17]=[N:16]4)=[CH:11][NH:10]3)[CH:4]=2)[CH2:23]1. The catalyst class is: 7.